This data is from Reaction yield outcomes from USPTO patents with 853,638 reactions. The task is: Predict the reaction yield, written as a fraction of the theoretical maximum amount of product (1.0 means a 100% yield; for example, 0.34 means a 34% yield). (1) The reactants are Br[C:2]1[N:3]([CH2:21][S:22][C:23]2[CH:28]=[CH:27][CH:26]=[CH:25][CH:24]=2)[C:4]2[C:9]([C:10]=1[CH:11]1[CH2:16][CH2:15][CH2:14][CH2:13][CH2:12]1)=[CH:8][CH:7]=[C:6]([C:17]([O:19][CH3:20])=[O:18])[CH:5]=2.C([O-])(=O)C.[K+].Cl. The catalyst is CN(C)C(=O)C.C1C=CC([P]([Pd]([P](C2C=CC=CC=2)(C2C=CC=CC=2)C2C=CC=CC=2)([P](C2C=CC=CC=2)(C2C=CC=CC=2)C2C=CC=CC=2)[P](C2C=CC=CC=2)(C2C=CC=CC=2)C2C=CC=CC=2)(C2C=CC=CC=2)C2C=CC=CC=2)=CC=1. The product is [CH:11]1([C:10]2[C:9]3[C:4]([N:3]4[C:2]=2[C:24]2[CH:25]=[CH:26][CH:27]=[CH:28][C:23]=2[S:22][CH2:21]4)=[CH:5][C:6]([C:17]([O:19][CH3:20])=[O:18])=[CH:7][CH:8]=3)[CH2:16][CH2:15][CH2:14][CH2:13][CH2:12]1. The yield is 0.110. (2) The reactants are Br[C:2]1[CH:7]=[CH:6][C:5]([NH:8][C:9]#[N:10])=[CH:4][C:3]=1[CH3:11].[CH3:12][N:13]1[C:17]([C:18]#[N:19])=[CH:16][CH:15]=[C:14]1B(O)O.C(=O)([O-])[O-].[K+].[K+].C(P(C(C)(C)C)C(C)(C)C)(C)(C)C.[Br-]. The catalyst is C1COCC1. The product is [C:18]([C:17]1[N:13]([CH3:12])[C:14]([C:2]2[CH:7]=[CH:6][C:5]([NH:8][C:9]#[N:10])=[CH:4][C:3]=2[CH3:11])=[CH:15][CH:16]=1)#[N:19]. The yield is 0.130. (3) The reactants are ClCC[CH2:4][C:5]1(O)[CH:10]=[CH:9][C:8]([CH:11]=O)=[CH:7][CH2:6]1.[OH-:14].[Na+].S(=O)(=O)(O)O.C([O:24][CH2:25][CH3:26])(=O)C. No catalyst specified. The product is [CH:9]1([C:10]([C:5]2[CH:4]=[CH:26][C:25]([OH:24])=[CH:7][CH:6]=2)=[O:14])[CH2:8][CH2:11]1. The yield is 0.860. (4) The reactants are Br[C:2]1[N:6]2[CH:7]=[CH:8][N:9]=[C:10]([NH:11][CH2:12][CH:13]([CH3:15])[CH3:14])[C:5]2=[N:4][CH:3]=1.OB(O)[C:18]1[CH:26]=[CH:25][C:21]([C:22]([OH:24])=O)=[CH:20][C:19]=1[CH3:27].C(=O)([O-])[O-].[K+].[K+].[CH:35]1([NH2:38])[CH2:37][CH2:36]1.CN(C(ON1N=NC2C=CC=NC1=2)=[N+](C)C)C.F[P-](F)(F)(F)(F)F.CN1CCOCC1. The catalyst is C1COCC1.C1C=CC(P(C2C=CC=CC=2)[C-]2C=CC=C2)=CC=1.C1C=CC(P(C2C=CC=CC=2)[C-]2C=CC=C2)=CC=1.Cl[Pd]Cl.[Fe+2]. The product is [CH:35]1([NH:38][C:22](=[O:24])[C:21]2[CH:25]=[CH:26][C:18]([C:2]3[N:6]4[CH:7]=[CH:8][N:9]=[C:10]([NH:11][CH2:12][CH:13]([CH3:15])[CH3:14])[C:5]4=[N:4][CH:3]=3)=[C:19]([CH3:27])[CH:20]=2)[CH2:37][CH2:36]1. The yield is 0.160. (5) The product is [OH:13][CH2:12][CH2:11][CH:3]1[C:4]2[C:9](=[CH:8][CH:7]=[CH:6][CH:5]=2)[NH:1][C:2]1=[O:10]. The catalyst is [Ni]. The reactants are [NH:1]1[C:9]2[C:4](=[CH:5][CH:6]=[CH:7][CH:8]=2)[CH2:3][C:2]1=[O:10].[CH2:11](O)[CH2:12][OH:13]. The yield is 0.700. (6) The reactants are Cl[C:2]1[CH:10]=[C:9]([Cl:11])[CH:8]=[CH:7][C:3]=1[C:4]([OH:6])=[O:5].[Br:12][C:13]1[CH:14]=[C:15]([CH:17]=[CH:18][CH:19]=1)[NH2:16].C(=O)([O-])[O-].[K+].[K+]. The catalyst is CN(C=O)C.[Cu]. The product is [Br:12][C:13]1[CH:14]=[C:15]([NH:16][C:2]2[CH:10]=[C:9]([Cl:11])[CH:8]=[CH:7][C:3]=2[C:4]([OH:6])=[O:5])[CH:17]=[CH:18][CH:19]=1. The yield is 0.610. (7) The reactants are [NH2:1][C:2]([C:4]1[CH:8]=[C:7]([C:9]([OH:11])=O)[N:6]([C:12]2[CH:17]=[CH:16][C:15]([F:18])=[C:14]([C:19]#[N:20])[CH:13]=2)[N:5]=1)=[O:3].[N:21]1[CH:26]=[CH:25][CH:24]=[CH:23][CH:22]=1.C(N=[C:31]=[N:32][CH:33]([CH3:35])[CH3:34])(C)C.Cl. The catalyst is CN(C=O)C. The product is [C:19]([C:14]1[CH:13]=[C:12]([N:6]2[C:7]([C:9]([N:21]3[C:22]4[C:24](=[CH:23][CH:35]=[C:33]([N:32]5[CH2:31][CH2:9][CH2:7][CH2:8][CH2:4][C:2]5=[O:3])[CH:34]=4)[CH2:25][CH2:26]3)=[O:11])=[CH:8][C:4]([C:2]([NH2:1])=[O:3])=[N:5]2)[CH:17]=[CH:16][C:15]=1[F:18])#[N:20]. The yield is 0.290. (8) The reactants are [Si]([O:8][CH2:9][CH2:10][CH:11]([CH3:31])[CH:12]([C:23]1[CH:28]=[C:27]([F:29])[CH:26]=[CH:25][C:24]=1[F:30])[S:13]([C:16]1[CH:21]=[CH:20][C:19]([Cl:22])=[CH:18][CH:17]=1)(=[O:15])=[O:14])(C(C)(C)C)(C)C.N1C=CC=CC=1.F.C(OCC)(=O)C.CCCCCC. The catalyst is O1CCCC1.C(OCC)(=O)C. The product is [Cl:22][C:19]1[CH:18]=[CH:17][C:16]([S:13]([CH:12]([C:23]2[CH:28]=[C:27]([F:29])[CH:26]=[CH:25][C:24]=2[F:30])[CH:11]([CH3:31])[CH2:10][CH2:9][OH:8])(=[O:15])=[O:14])=[CH:21][CH:20]=1. The yield is 0.460. (9) The reactants are [C:1]([OH:7])(=O)[CH2:2][CH2:3][CH2:4][CH3:5].C(N(CC)C(C)C)(C)C.[CH3:17][C:18]1[CH:23]=[C:22]([N:24]2[CH2:29][CH2:28][O:27][CH2:26][CH2:25]2)[CH:21]=[C:20]([CH3:30])[C:19]=1[NH2:31].C(OCC)(=O)C. The catalyst is CN(C)C=O. The product is [CH3:17][C:18]1[CH:23]=[C:22]([N:24]2[CH2:29][CH2:28][O:27][CH2:26][CH2:25]2)[CH:21]=[C:20]([CH3:30])[C:19]=1[NH:31][C:1](=[O:7])[CH2:2][CH2:3][CH2:4][CH3:5]. The yield is 0.400. (10) The reactants are [F:1][C:2]1[CH:11]=[C:10]([NH:12][S:13]([C:16]2[CH:21]=[CH:20][C:19](I)=[CH:18][CH:17]=2)(=[O:15])=[O:14])[CH:9]=[C:8]([F:23])[C:3]=1[C:4]([O:6]C)=[O:5].[N:24]1[CH:29]=[C:28](B(O)O)[CH:27]=[N:26][CH:25]=1.C(=O)([O-])[O-].[Na+].[Na+].[OH-].[Na+].Cl. The catalyst is CN(C)C=O.O.CO.C1C=CC([P]([Pd]([P](C2C=CC=CC=2)(C2C=CC=CC=2)C2C=CC=CC=2)([P](C2C=CC=CC=2)(C2C=CC=CC=2)C2C=CC=CC=2)[P](C2C=CC=CC=2)(C2C=CC=CC=2)C2C=CC=CC=2)(C2C=CC=CC=2)C2C=CC=CC=2)=CC=1. The product is [F:1][C:2]1[CH:11]=[C:10]([NH:12][S:13]([C:16]2[CH:21]=[CH:20][C:19]([C:28]3[CH:29]=[N:24][CH:25]=[N:26][CH:27]=3)=[CH:18][CH:17]=2)(=[O:15])=[O:14])[CH:9]=[C:8]([F:23])[C:3]=1[C:4]([OH:6])=[O:5]. The yield is 0.210.